This data is from Peptide-MHC class II binding affinity with 134,281 pairs from IEDB. The task is: Regression. Given a peptide amino acid sequence and an MHC pseudo amino acid sequence, predict their binding affinity value. This is MHC class II binding data. (1) The peptide sequence is AFKVAKTAANAAPAN. The MHC is DRB1_0901 with pseudo-sequence DRB1_0901. The binding affinity (normalized) is 0.662. (2) The peptide sequence is KIGIGVLLTWIGLNS. The MHC is DRB1_1501 with pseudo-sequence DRB1_1501. The binding affinity (normalized) is 0.726.